From a dataset of Full USPTO retrosynthesis dataset with 1.9M reactions from patents (1976-2016). Predict the reactants needed to synthesize the given product. (1) Given the product [C:3]([O:7][C:8](=[O:16])/[CH:9]=[CH:10]/[C:11]1[CH:15]=[CH:14][N:13]([S:25]([C:22]2[CH:21]=[CH:20][C:19]([CH2:18][Br:17])=[CH:24][CH:23]=2)(=[O:26])=[O:27])[CH:12]=1)([CH3:6])([CH3:4])[CH3:5], predict the reactants needed to synthesize it. The reactants are: [H-].[Na+].[C:3]([O:7][C:8](=[O:16])/[CH:9]=[CH:10]/[C:11]1[CH:15]=[CH:14][NH:13][CH:12]=1)([CH3:6])([CH3:5])[CH3:4].[Br:17][CH2:18][C:19]1[CH:24]=[CH:23][C:22]([S:25](Cl)(=[O:27])=[O:26])=[CH:21][CH:20]=1.O. (2) Given the product [F:1][C:2]1[CH:3]=[N:4][C:5]([O:11][CH2:12][CH2:13][O:14][CH3:15])=[C:6]([CH:10]=1)[C:7]([NH:41][CH:42]1[C:48](=[O:49])[NH:47][C:46]2[CH:50]=[CH:51][CH:52]=[CH:53][C:45]=2[C:44]([C:54]2[C:55]([Cl:62])=[CH:56][C:57]([Cl:61])=[CH:58][C:59]=2[Cl:60])=[N:43]1)=[O:9], predict the reactants needed to synthesize it. The reactants are: [F:1][C:2]1[CH:3]=[N:4][C:5]([O:11][CH2:12][CH2:13][O:14][CH3:15])=[C:6]([CH:10]=1)[C:7]([OH:9])=O.CN(C(ON1N=NC2C=CC=CC1=2)=[N+](C)C)C.F[P-](F)(F)(F)(F)F.Cl.[NH2:41][CH:42]1[C:48](=[O:49])[NH:47][C:46]2[CH:50]=[CH:51][CH:52]=[CH:53][C:45]=2[C:44]([C:54]2[C:59]([Cl:60])=[CH:58][C:57]([Cl:61])=[CH:56][C:55]=2[Cl:62])=[N:43]1. (3) Given the product [ClH:10].[ClH:11].[NH2:7][CH2:6][C:5]1[CH:8]=[C:9]([Cl:10])[C:2]([NH2:1])=[N:3][CH:4]=1, predict the reactants needed to synthesize it. The reactants are: [NH2:1][C:2]1[C:9]([Cl:10])=[CH:8][C:5]([C:6]#[N:7])=[CH:4][N:3]=1.[ClH:11]. (4) Given the product [CH3:23][N:15]([CH:13]1[CH2:14][N:11]([C:5]2[C:6]3[N:7]([N:8]=[N:9][N:10]=3)[C:2]([C:25]3[S:24][CH:28]=[CH:27][CH:26]=3)=[CH:3][N:4]=2)[CH2:12]1)[C:16](=[O:22])[O:17][C:18]([CH3:21])([CH3:20])[CH3:19], predict the reactants needed to synthesize it. The reactants are: Br[C:2]1[N:7]2[N:8]=[N:9][N:10]=[C:6]2[C:5]([N:11]2[CH2:14][CH:13]([N:15]([CH3:23])[C:16](=[O:22])[O:17][C:18]([CH3:21])([CH3:20])[CH3:19])[CH2:12]2)=[N:4][CH:3]=1.[S:24]1[CH:28]=[CH:27][CH:26]=[C:25]1B(O)O.C([O-])([O-])=O.[Cs+].[Cs+].O1CCOCC1. (5) Given the product [CH3:22][C:3]1[S:4][C:5]2=[N:10][C:9]([CH2:11][N:12]3[CH:16]=[CH:15][C:14]([C:17]([F:20])([F:19])[F:18])=[N:13]3)=[CH:8][C:7](=[O:21])[N:6]2[C:2]=1[C:24]#[N:25], predict the reactants needed to synthesize it. The reactants are: Br[C:2]1[N:6]2[C:7](=[O:21])[CH:8]=[C:9]([CH2:11][N:12]3[CH:16]=[CH:15][C:14]([C:17]([F:20])([F:19])[F:18])=[N:13]3)[N:10]=[C:5]2[S:4][C:3]=1[CH3:22].[Cu][C:24]#[N:25]. (6) The reactants are: [Cl:1][C:2]1[CH:7]=[C:6]([Cl:8])[CH:5]=[CH:4][C:3]=1[C@H:9]1[C@H:18]([C:19]([NH:21][CH:22]([C:24]2[CH:29]=[CH:28][CH:27]=[C:26]([CH2:30][OH:31])[N:25]=2)[CH3:23])=[O:20])[C:17]2[C:12](=[CH:13][CH:14]=[CH:15][CH:16]=2)[C:11](=[O:32])[N:10]1[C@H:33]1[CH2:38][CH2:37][CH2:36][CH2:35][C@@H:34]1[NH:39][S:40]([CH3:43])(=[O:42])=[O:41].C(N(CC)CC)C.[C:51](OC(=O)C)(=[O:53])[CH3:52]. Given the product [C:51]([O:31][CH2:30][C:26]1[CH:27]=[CH:28][CH:29]=[C:24]([CH:22]([NH:21][C:19]([C@@H:18]2[C:17]3[C:12](=[CH:13][CH:14]=[CH:15][CH:16]=3)[C:11](=[O:32])[N:10]([C@H:33]3[CH2:38][CH2:37][CH2:36][CH2:35][C@@H:34]3[NH:39][S:40]([CH3:43])(=[O:41])=[O:42])[C@H:9]2[C:3]2[CH:4]=[CH:5][C:6]([Cl:8])=[CH:7][C:2]=2[Cl:1])=[O:20])[CH3:23])[N:25]=1)(=[O:53])[CH3:52], predict the reactants needed to synthesize it.